From a dataset of Full USPTO retrosynthesis dataset with 1.9M reactions from patents (1976-2016). Predict the reactants needed to synthesize the given product. (1) Given the product [CH:19]([NH:22][C:23]([C@H:25]1[CH2:29][CH2:28][CH2:27][C@H:26]1[NH:30][C:3]1[C:2]([CH3:1])=[CH:7][N:6]=[C:5]([Cl:8])[N:4]=1)=[O:24])([CH3:21])[CH3:20], predict the reactants needed to synthesize it. The reactants are: [CH3:1][C:2]1[C:3](Cl)=[N:4][C:5]([Cl:8])=[N:6][CH:7]=1.CCN(C(C)C)C(C)C.[CH:19]([NH:22][C:23]([C@H:25]1[CH2:29][CH2:28][CH2:27][C@H:26]1[NH2:30])=[O:24])([CH3:21])[CH3:20]. (2) Given the product [CH2:11]([O:15][C:16](=[O:20])[C@H:17]([CH3:19])[NH:18][C:8](=[O:10])[CH2:7][C:5]1[O:4][N:3]=[C:2]([CH3:1])[CH:6]=1)[CH:12]([CH3:14])[CH3:13], predict the reactants needed to synthesize it. The reactants are: [CH3:1][C:2]1[CH:6]=[C:5]([CH2:7][C:8]([OH:10])=O)[O:4][N:3]=1.[CH2:11]([O:15][C:16](=[O:20])[C@H:17]([CH3:19])[NH2:18])[CH:12]([CH3:14])[CH3:13]. (3) Given the product [Cl:30][C:26]1[CH:27]=[C:28]2[C:23](=[CH:24][CH:25]=1)[NH:22][C:21]([C:19]([NH:18][C@@H:10]1[CH2:11][C:12]3[C:17](=[CH:16][CH:15]=[CH:14][CH:13]=3)[C@H:9]1[NH:8][CH2:39][C@@H:40]([OH:41])[CH2:3][OH:4])=[O:20])=[CH:29]2, predict the reactants needed to synthesize it. The reactants are: FC(F)(F)[C:3](O)=[O:4].[NH2:8][CH:9]1[C:17]2[C:12](=[CH:13][CH:14]=[CH:15][CH:16]=2)[CH2:11][CH:10]1[NH:18][C:19]([C:21]1[NH:22][C:23]2[C:28]([CH:29]=1)=[CH:27][C:26]([Cl:30])=[CH:25][CH:24]=2)=[O:20].CCN(CC)CC.Cl[CH2:39][C:40](Cl)=[O:41].